Task: Predict the product of the given reaction.. Dataset: Forward reaction prediction with 1.9M reactions from USPTO patents (1976-2016) (1) Given the reactants [CH:1]1([N:6]2[C:14]3[C:9](=[CH:10][CH:11]=[CH:12][C:13]=3[F:15])[C:8]([C:16]3[CH:21]=[CH:20][C:19]([OH:22])=[CH:18][CH:17]=3)=[N:7]2)[CH2:5][CH2:4][CH2:3][CH2:2]1.[CH3:23][C:24]([CH3:30])([CH3:29])[CH2:25][C:26](Cl)=[O:27].C(N(CC)C(C)C)(C)C, predict the reaction product. The product is: [CH3:23][C:24]([CH3:30])([CH3:29])[CH2:25][C:26]([O:22][C:19]1[CH:18]=[CH:17][C:16]([C:8]2[C:9]3[C:14](=[C:13]([F:15])[CH:12]=[CH:11][CH:10]=3)[N:6]([CH:1]3[CH2:5][CH2:4][CH2:3][CH2:2]3)[N:7]=2)=[CH:21][CH:20]=1)=[O:27]. (2) Given the reactants [CH2:1]([O:8][C:9]([NH:11][C:12]([CH3:17])([CH3:16])[C:13](O)=[O:14])=[O:10])[C:2]1[CH:7]=[CH:6][CH:5]=[CH:4][CH:3]=1.O[N:19]1C2C=CC=CC=2N=N1.C(N(CC)CC)C.N, predict the reaction product. The product is: [CH2:1]([O:8][C:9]([NH:11][C:12]([CH3:17])([CH3:16])[C:13]([NH2:19])=[O:14])=[O:10])[C:2]1[CH:7]=[CH:6][CH:5]=[CH:4][CH:3]=1. (3) Given the reactants [CH3:1][C@H:2]1[NH:7][C@@H:6]([CH3:8])[CH2:5][N:4]([C:9]2[CH:14]=[CH:13][C:12]([NH:15][C:16]3[N:21]=[CH:20][C:19](/[CH:22]=[CH:23]/[C:24]4[CH:25]=[C:26]([CH:31]=[C:32]([O:35][CH3:36])[C:33]=4[F:34])[C:27]([O:29][CH3:30])=[O:28])=[CH:18][N:17]=3)=[CH:11][CH:10]=2)[CH2:3]1, predict the reaction product. The product is: [CH3:1][C@H:2]1[NH:7][C@@H:6]([CH3:8])[CH2:5][N:4]([C:9]2[CH:14]=[CH:13][C:12]([NH:15][C:16]3[N:17]=[CH:18][C:19]([CH2:22][CH2:23][C:24]4[CH:25]=[C:26]([CH:31]=[C:32]([O:35][CH3:36])[C:33]=4[F:34])[C:27]([O:29][CH3:30])=[O:28])=[CH:20][N:21]=3)=[CH:11][CH:10]=2)[CH2:3]1. (4) The product is: [Cl:28][C:24]1[CH:23]=[C:22]([C@@H:20]([NH:19][C:17]([N:14]2[CH2:15][CH2:16][N:11]([C:8]3[C:9]4[S:10][C:2]([C:39]5[CH2:44][CH2:43][N:42]([C:45]([O:47][C:48]([CH3:51])([CH3:50])[CH3:49])=[O:46])[CH2:41][CH:40]=5)=[CH:3][C:4]=4[N:5]=[CH:6][N:7]=3)[CH2:12][C:13]2([CH3:30])[CH3:29])=[O:18])[CH3:21])[CH:27]=[CH:26][CH:25]=1. Given the reactants Br[C:2]1[S:10][C:9]2[C:8]([N:11]3[CH2:16][CH2:15][N:14]([C:17]([NH:19][C@H:20]([C:22]4[CH:27]=[CH:26][CH:25]=[C:24]([Cl:28])[CH:23]=4)[CH3:21])=[O:18])[C:13]([CH3:30])([CH3:29])[CH2:12]3)=[N:7][CH:6]=[N:5][C:4]=2[CH:3]=1.CC1(C)C(C)(C)OB([C:39]2[CH2:40][CH2:41][N:42]([C:45]([O:47][C:48]([CH3:51])([CH3:50])[CH3:49])=[O:46])[CH2:43][CH:44]=2)O1.C(=O)([O-])[O-].[K+].[K+], predict the reaction product. (5) Given the reactants [NH:1]1[C:9]2[CH:8]=[CH:7][N:6]=[C:5]([NH:10][CH2:11][C:12]3[CH:19]=[CH:18][C:15]([C:16]#[N:17])=[CH:14][CH:13]=3)[C:4]=2[CH:3]=[CH:2]1.[C:20](O[C:20]([O:22][C:23]([CH3:26])([CH3:25])[CH3:24])=[O:21])([O:22][C:23]([CH3:26])([CH3:25])[CH3:24])=[O:21].[BH4-].[Na+], predict the reaction product. The product is: [C:23]([O:22][C:20](=[O:21])[NH:17][CH2:16][C:15]1[CH:18]=[CH:19][C:12]([CH2:11][NH:10][C:5]2[C:4]3[CH:3]=[CH:2][NH:1][C:9]=3[CH:8]=[CH:7][N:6]=2)=[CH:13][CH:14]=1)([CH3:26])([CH3:25])[CH3:24]. (6) The product is: [C:2]([C:7]1[O:11][C:10]([CH2:12][N:13]2[CH:17]=[C:16]([NH:18][C:28](=[O:29])/[CH:27]=[CH:26]/[C:23]3[CH:24]=[CH:25][C:20]([Cl:19])=[CH:21][CH:22]=3)[CH:15]=[N:14]2)=[CH:9][CH:8]=1)(=[O:6])[CH3:1]. Given the reactants [CH3:1][C:2]1([C:7]2[O:11][C:10]([CH2:12][N:13]3[CH:17]=[C:16]([NH2:18])[CH:15]=[N:14]3)=[CH:9][CH:8]=2)[O:6]CCO1.[Cl:19][C:20]1[CH:25]=[CH:24][C:23](/[CH:26]=[CH:27]/[C:28](O)=[O:29])=[CH:22][CH:21]=1, predict the reaction product. (7) Given the reactants Cl.[CH3:2][O:3][C@@H:4]1[C@H:9]([CH2:10][OH:11])[CH2:8][CH2:7][NH:6][CH2:5]1.[C:12](=O)([O:18]C1C=CC([N+]([O-])=O)=CC=1)[O:13][C:14]1([CH3:17])[CH2:16][CH2:15]1.C(N(CC)CC)C, predict the reaction product. The product is: [OH:11][CH2:10][C@@H:9]1[CH2:8][CH2:7][N:6]([C:12]([O:13][C:14]2([CH3:17])[CH2:16][CH2:15]2)=[O:18])[CH2:5][C@@H:4]1[O:3][CH3:2]. (8) Given the reactants C1(P(C2C=CC=CC=2)C2C=CC=CC=2)C=CC=CC=1.[C:20]([N:27]1[CH2:33][CH2:32][CH2:31][C@H:28]1[CH2:29][OH:30])([O:22][C:23]([CH3:26])([CH3:25])[CH3:24])=[O:21].[CH3:34][C:35]1([CH3:49])[C:39]([CH3:41])([CH3:40])[O:38][B:37]([C:42]2[CH:47]=[CH:46][C:45](O)=[CH:44][CH:43]=2)[O:36]1.N(C(N1CCCCC1)=O)=NC(N1CCCCC1)=O, predict the reaction product. The product is: [C:23]([O:22][C:20]([N:27]1[CH2:33][CH2:32][CH2:31][C@H:28]1[CH2:29][O:30][C:45]1[CH:46]=[CH:47][C:42]([B:37]2[O:38][C:39]([CH3:41])([CH3:40])[C:35]([CH3:49])([CH3:34])[O:36]2)=[CH:43][CH:44]=1)=[O:21])([CH3:26])([CH3:25])[CH3:24]. (9) The product is: [F:19][C:20]1[CH:27]=[CH:26][C:25]([F:28])=[CH:24][C:21]=1[CH:22]([OH:23])[C:13]1[CH:18]=[CH:17][CH:16]=[CH:15][N:14]=1. Given the reactants CCCCCC.C([Li])CCC.Br[C:13]1[CH:18]=[CH:17][CH:16]=[CH:15][N:14]=1.[F:19][C:20]1[CH:27]=[CH:26][C:25]([F:28])=[CH:24][C:21]=1[CH:22]=[O:23], predict the reaction product. (10) Given the reactants [CH2:1]([O:3][C:4](=[O:20])[CH2:5][S:6]([C:9]1[CH:14]=[CH:13][C:12]([O:15][CH2:16][C:17]#[C:18][CH3:19])=[CH:11][CH:10]=1)(=[O:8])=[O:7])[CH3:2].Cl.Cl.Cl[CH2:24][CH2:25][N:26]([CH2:43][CH2:44]Cl)[CH2:27][C:28]1[CH:33]=[CH:32][C:31]([O:34][CH2:35][CH2:36][N:37]2[CH2:42][CH2:41][CH2:40][CH2:39][CH2:38]2)=[CH:30][CH:29]=1, predict the reaction product. The product is: [CH2:1]([O:3][C:4]([C:5]1([S:6]([C:9]2[CH:10]=[CH:11][C:12]([O:15][CH2:16][C:17]#[C:18][CH3:19])=[CH:13][CH:14]=2)(=[O:7])=[O:8])[CH2:44][CH2:43][N:26]([CH2:27][C:28]2[CH:33]=[CH:32][C:31]([O:34][CH2:35][CH2:36][N:37]3[CH2:42][CH2:41][CH2:40][CH2:39][CH2:38]3)=[CH:30][CH:29]=2)[CH2:25][CH2:24]1)=[O:20])[CH3:2].